Dataset: Forward reaction prediction with 1.9M reactions from USPTO patents (1976-2016). Task: Predict the product of the given reaction. (1) Given the reactants [NH2:1][S:2]([N:5]([CH2:13][C@@H:14]1[CH2:18][C@@H:17]([O:19][C:20]2[CH:25]=[C:24]([NH:26][C@@H:27]3[C:35]4[C:30](=[CH:31][CH:32]=[CH:33][CH:34]=4)[CH2:29][C@@H:28]3[O:36][CH3:37])[N:23]=[CH:22][N:21]=2)[CH2:16][C@@H:15]1[O:38][Si](C(C)(C)C)(C)C)[C:6](=[O:12])[O:7][C:8]([CH3:11])([CH3:10])[CH3:9])(=[O:4])=[O:3].C1COCC1.F.N1C=CC=CC=1, predict the reaction product. The product is: [NH2:1][S:2]([N:5]([CH2:13][C@@H:14]1[CH2:18][C@@H:17]([O:19][C:20]2[CH:25]=[C:24]([NH:26][C@@H:27]3[C:35]4[C:30](=[CH:31][CH:32]=[CH:33][CH:34]=4)[CH2:29][C@@H:28]3[O:36][CH3:37])[N:23]=[CH:22][N:21]=2)[CH2:16][C@@H:15]1[OH:38])[C:6](=[O:12])[O:7][C:8]([CH3:10])([CH3:11])[CH3:9])(=[O:3])=[O:4]. (2) Given the reactants [Cl:1][C:2]1[CH:3]=[C:4]([N:8]2[CH2:13][CH2:12][NH:11][CH2:10][CH2:9]2)[CH:5]=[CH:6][CH:7]=1.[Cl:14][CH2:15][CH2:16][C:17](Cl)=[O:18].C(=O)([O-])[O-].[K+].[K+].C1(C)C(C)=CC=CC=1, predict the reaction product. The product is: [Cl:14][CH2:15][CH2:16][C:17]([N:11]1[CH2:12][CH2:13][N:8]([C:4]2[CH:5]=[CH:6][CH:7]=[C:2]([Cl:1])[CH:3]=2)[CH2:9][CH2:10]1)=[O:18]. (3) Given the reactants [F:1][C:2]1[CH:7]=[CH:6][CH:5]=[CH:4][C:3]=1[C:8](=[O:15])[CH2:9][C:10]([O:12][CH2:13][CH3:14])=[O:11].S(Cl)([Cl:19])(=O)=O, predict the reaction product. The product is: [Cl:19][CH:9]([C:8]([C:3]1[CH:4]=[CH:5][CH:6]=[CH:7][C:2]=1[F:1])=[O:15])[C:10]([O:12][CH2:13][CH3:14])=[O:11].